The task is: Predict the product of the given reaction.. This data is from Forward reaction prediction with 1.9M reactions from USPTO patents (1976-2016). (1) Given the reactants [C:1]([O:5][C:6]([N:8]([CH2:10][C:11]1[CH:16]=[CH:15][CH:14]=[CH:13][CH:12]=1)[NH2:9])=[O:7])([CH3:4])([CH3:3])[CH3:2].[F:17][C:18]1[CH:23]=[CH:22][CH:21]=[CH:20][C:19]=1B(O)O.C(N(CC)CC)C, predict the reaction product. The product is: [C:1]([O:5][C:6]([N:8]([CH2:10][C:11]1[CH:16]=[CH:15][CH:14]=[CH:13][CH:12]=1)[NH:9][C:19]1[CH:20]=[CH:21][CH:22]=[CH:23][C:18]=1[F:17])=[O:7])([CH3:4])([CH3:2])[CH3:3]. (2) Given the reactants [F:1][C:2]([F:35])([CH3:34])[C:3]([NH:5][C@@H:6]([CH3:33])[C@H:7]([O:14][C:15]1[CH:16]=[C:17]2[C:21](=[CH:22][CH:23]=1)[N:20]([C:24]1[CH:25]=[C:26]([CH:30]=[CH:31][CH:32]=1)[C:27]([NH2:29])=[O:28])[N:19]=[CH:18]2)[C:8]1[CH:13]=[CH:12][CH:11]=[CH:10][CH:9]=1)=[O:4].Cl.N[CH2:38][CH2:39][N:40]1[CH2:44][CH2:43][CH2:42][C:41]1=[O:45], predict the reaction product. The product is: [F:35][C:2]([F:1])([CH3:34])[C:3]([NH:5][C@@H:6]([CH3:33])[C@H:7]([O:14][C:15]1[CH:16]=[C:17]2[C:21](=[CH:22][CH:23]=1)[N:20]([C:24]1[CH:25]=[C:26]([CH:30]=[CH:31][CH:32]=1)[C:27]([NH:29][CH2:38][CH2:39][N:40]1[CH2:44][CH2:43][CH2:42][C:41]1=[O:45])=[O:28])[N:19]=[CH:18]2)[C:8]1[CH:9]=[CH:10][CH:11]=[CH:12][CH:13]=1)=[O:4]. (3) Given the reactants C[O:2][C:3]([C:5]1[CH:9]=[C:8]([CH3:10])[N:7]([CH2:11][C:12]2[CH:17]=[CH:16][CH:15]=[CH:14][CH:13]=2)[C:6]=1[CH:18]([CH3:20])[CH3:19])=[O:4].[OH-].[Na+], predict the reaction product. The product is: [CH2:11]([N:7]1[C:8]([CH3:10])=[CH:9][C:5]([C:3]([OH:4])=[O:2])=[C:6]1[CH:18]([CH3:20])[CH3:19])[C:12]1[CH:13]=[CH:14][CH:15]=[CH:16][CH:17]=1.